This data is from Reaction yield outcomes from USPTO patents with 853,638 reactions. The task is: Predict the reaction yield, written as a fraction of the theoretical maximum amount of product (1.0 means a 100% yield; for example, 0.34 means a 34% yield). (1) The reactants are [NH2:1][CH:2]([C:7]1[CH:12]=[CH:11][C:10]([O:13][CH:14]([F:16])[F:15])=[C:9]([O:17][CH2:18][CH:19]2[CH2:21][CH2:20]2)[CH:8]=1)[CH2:3][C:4]([OH:6])=[O:5].C(ON1[C:29](=[O:30])[CH:28]2[C:31](=C=O)[CH:32]=[CH:33][CH:34]=[C:27]2[C:26]1=[O:37])C.C(=O)([O-])[O-].[Na+].[Na+].Cl. The catalyst is O.C(#N)C. The product is [CH:19]1([CH2:18][O:17][C:9]2[CH:8]=[C:7]([CH:2]([N:1]3[C:29](=[O:30])[C:28]4[C:27](=[CH:34][CH:33]=[CH:32][CH:31]=4)[C:26]3=[O:37])[CH2:3][C:4]([OH:6])=[O:5])[CH:12]=[CH:11][C:10]=2[O:13][CH:14]([F:16])[F:15])[CH2:21][CH2:20]1. The yield is 0.910. (2) The reactants are CC([O-])(C)C.[K+].[NH:7]1[CH:11]=[CH:10][CH:9]=[N:8]1.Cl[C:13]1[C:30]2[C:17](=[C:18]3[C:27](=[CH:28][CH:29]=2)[C:26]2[C:21](=[CH:22][CH:23]=[CH:24][CH:25]=2)[S:20](=[O:32])(=[O:31])[NH:19]3)[N:16]=[CH:15][CH:14]=1. The catalyst is CS(C)=O. The product is [N:7]1([C:13]2[C:30]3[C:17](=[C:18]4[C:27](=[CH:28][CH:29]=3)[C:26]3[C:21](=[CH:22][CH:23]=[CH:24][CH:25]=3)[S:20](=[O:31])(=[O:32])[NH:19]4)[N:16]=[CH:15][CH:14]=2)[CH:11]=[CH:10][CH:9]=[N:8]1. The yield is 0.290. (3) The reactants are Cl[C:2]1[CH:11]=[C:10]2[C:5]([CH:6]=[CH:7][N:8]([C@@H:13]([CH2:17][CH3:18])[C:14]([OH:16])=[O:15])[C:9]2=[O:12])=[CH:4][CH:3]=1.[C:19]1(B(O)O)[CH:24]=[CH:23][CH:22]=[CH:21][CH:20]=1.[F-].[K+]. The catalyst is C1COCC1.Cl.C(OCC)(=O)C.C([O-])(=O)C.[Pd+2].C([O-])(=O)C.C(P(C(C)(C)C)C1C=CC=CC=1C1C=CC=CC=1)(C)(C)C. The product is [C:19]1([C:2]2[CH:11]=[C:10]3[C:5]([CH:6]=[CH:7][N:8]([C@@H:13]([CH2:17][CH3:18])[C:14]([OH:16])=[O:15])[C:9]3=[O:12])=[CH:4][CH:3]=2)[CH:24]=[CH:23][CH:22]=[CH:21][CH:20]=1. The yield is 0.660. (4) The reactants are [CH3:1][O:2][C:3]1[N:8]=[CH:7][C:6]([N:9]2[C:13]([C:14]3[CH:19]=[CH:18][CH:17]=[CH:16][N:15]=3)=[CH:12][C:11]([C:20]([OH:22])=O)=[N:10]2)=[CH:5][CH:4]=1.[C:23]([NH2:27])([CH3:26])([CH3:25])[CH3:24]. No catalyst specified. The product is [C:23]([NH:27][C:20]([C:11]1[CH:12]=[C:13]([C:14]2[CH:19]=[CH:18][CH:17]=[CH:16][N:15]=2)[N:9]([C:6]2[CH:7]=[N:8][C:3]([O:2][CH3:1])=[CH:4][CH:5]=2)[N:10]=1)=[O:22])([CH3:26])([CH3:25])[CH3:24]. The yield is 0.810. (5) The reactants are [N:1]([C:10]1[CH:16]=[CH:15][C:13]([NH2:14])=[CH:12][CH:11]=1)=[N:2][C:3]1[CH:9]=[CH:8][C:6]([NH2:7])=[CH:5][CH:4]=1.[C:17](OCC)(=[O:19])[CH3:18]. The catalyst is ClCCl. The product is [C:17]([NH:14][C:13]1[CH:15]=[CH:16][C:10]([N:1]=[N:2][C:3]2[CH:4]=[CH:5][C:6]([NH2:7])=[CH:8][CH:9]=2)=[CH:11][CH:12]=1)(=[O:19])[CH3:18]. The yield is 0.730. (6) The reactants are [F:1][C:2]1[CH:7]=[C:6]([C:8]2[CH:13]=[CH:12][C:11]([C:14]([F:17])([F:16])[F:15])=[CH:10][CH:9]=2)[C:5]([CH:18]=O)=[CH:4][CH:3]=1.Cl.[S:21]1[CH:25]=[CH:24][N:23]=[C:22]1[C:26](=[NH:28])[NH2:27].O=[C:30]([CH3:37])[CH2:31][C:32]([O:34][CH2:35][CH3:36])=[O:33]. No catalyst specified. The product is [F:1][C:2]1[CH:3]=[CH:4][C:5]([CH:18]2[C:31]([C:32]([O:34][CH2:35][CH3:36])=[O:33])=[C:30]([CH3:37])[NH:27][C:26]([C:22]3[S:21][CH:25]=[CH:24][N:23]=3)=[N:28]2)=[C:6]([C:8]2[CH:9]=[CH:10][C:11]([C:14]([F:15])([F:16])[F:17])=[CH:12][CH:13]=2)[CH:7]=1. The yield is 0.320.